From a dataset of Reaction yield outcomes from USPTO patents with 853,638 reactions. Predict the reaction yield, written as a fraction of the theoretical maximum amount of product (1.0 means a 100% yield; for example, 0.34 means a 34% yield). (1) The product is [CH2:1]([O:8][C:9](=[O:16])[NH:10][C:11]1([CH2:14][O:15][CH3:17])[CH2:13][CH2:12]1)[C:2]1[CH:3]=[CH:4][CH:5]=[CH:6][CH:7]=1. The catalyst is C(Cl)Cl. The yield is 0.410. The reactants are [CH2:1]([O:8][C:9](=[O:16])[NH:10][C:11]1([CH2:14][OH:15])[CH2:13][CH2:12]1)[C:2]1[CH:7]=[CH:6][CH:5]=[CH:4][CH:3]=1.[CH3:17]N(C)C1C2C(=CC=CC=2N(C)C)C=CC=1.F[B-](F)(F)F.C[O+](C)C. (2) The catalyst is O1CCCC1. The yield is 0.970. The product is [O:1]1[C:5]2[CH:6]=[CH:7][C:8]([C:10]3[O:14][N:13]=[CH:12][C:11]=3[CH2:15][OH:16])=[CH:9][C:4]=2[O:3][CH2:2]1. The reactants are [O:1]1[C:5]2[CH:6]=[CH:7][C:8]([C:10]3[O:14][N:13]=[CH:12][C:11]=3[C:15](OCC)=[O:16])=[CH:9][C:4]=2[O:3][CH2:2]1.[H-].C([Al+]CC(C)C)C(C)C.Cl. (3) The reactants are Br[C:2]1[CH:3]=[N:4][N:5]([CH2:7][C:8]([NH:10][C:11]2[CH:16]=[CH:15][CH:14]=[C:13]([F:17])[C:12]=2[F:18])=[O:9])[CH:6]=1.CC1(C)C2C=CC=C(P(C3C=CC=CC=3)C3C=CC=CC=3)C=2OC2C1=CC=CC=2P(C1C=CC=CC=1)C1C=CC=CC=1.[C:61](=[NH:74])([C:68]1[CH:73]=[CH:72][CH:71]=[CH:70][CH:69]=1)[C:62]1[CH:67]=[CH:66][CH:65]=[CH:64][CH:63]=1.CC(C)([O-])C.[Na+]. The catalyst is O1CCOCC1.C1C=CC(/C=C/C(/C=C/C2C=CC=CC=2)=O)=CC=1.C1C=CC(/C=C/C(/C=C/C2C=CC=CC=2)=O)=CC=1.C1C=CC(/C=C/C(/C=C/C2C=CC=CC=2)=O)=CC=1.[Pd].[Pd]. The product is [F:18][C:12]1[C:13]([F:17])=[CH:14][CH:15]=[CH:16][C:11]=1[NH:10][C:8](=[O:9])[CH2:7][N:5]1[CH:6]=[C:2]([N:74]=[C:61]([C:62]2[CH:67]=[CH:66][CH:65]=[CH:64][CH:63]=2)[C:68]2[CH:73]=[CH:72][CH:71]=[CH:70][CH:69]=2)[CH:3]=[N:4]1. The yield is 0.440. (4) The reactants are [C:1]([C:4]1[C:8]([CH3:9])=[C:7]([C:10]2[CH:15]=[CH:14][N:13]=[CH:12][CH:11]=2)[N:6](COCC[Si](C)(C)C)[C:5]=1[CH3:24])(=[O:3])[CH3:2].Cl.C([O-])(O)=O.[Na+]. The catalyst is CCO. The product is [C:1]([C:4]1[C:8]([CH3:9])=[C:7]([C:10]2[CH:15]=[CH:14][N:13]=[CH:12][CH:11]=2)[NH:6][C:5]=1[CH3:24])(=[O:3])[CH3:2]. The yield is 0.280. (5) The reactants are Cl[C:2]1[N:7]=[C:6]([N:8]([CH3:22])[C:9]2[CH:14]=[CH:13][CH:12]=[C:11]([O:15]C3CCCCO3)[CH:10]=2)[C:5]([Cl:23])=[CH:4][N:3]=1.[NH2:24][C:25]1[CH:26]=[C:27]([CH2:31][CH2:32][OH:33])[CH:28]=[CH:29][CH:30]=1. No catalyst specified. The product is [Cl:23][C:5]1[C:6]([N:8]([CH3:22])[C:9]2[CH:10]=[C:11]([OH:15])[CH:12]=[CH:13][CH:14]=2)=[N:7][C:2]([NH:24][C:25]2[CH:30]=[CH:29][CH:28]=[C:27]([CH2:31][CH2:32][OH:33])[CH:26]=2)=[N:3][CH:4]=1. The yield is 0.590. (6) The reactants are Cl[C:2]1[CH:3]=[CH:4][C:5]2[O:14][CH2:13][CH2:12][C:11]3[CH:10]=[C:9]([C:15]4[N:16]([C:20]5[CH:25]=[CH:24][C:23]([F:26])=[CH:22][C:21]=5[F:27])[N:17]=[CH:18][N:19]=4)[S:8][C:7]=3[C:6]=2[N:28]=1.[CH3:29][O:30][C:31]1[CH:38]=[CH:37][C:34]([CH2:35][NH2:36])=[CH:33][CH:32]=1.CC(C1C=C(C(C)C)C(C2C=CC=CC=2P(C2CCCCC2)C2CCCCC2)=C(C(C)C)C=1)C.C(O[Na])(C)(C)C. The catalyst is C1C=CC(/C=C/C(/C=C/C2C=CC=CC=2)=O)=CC=1.C1C=CC(/C=C/C(/C=C/C2C=CC=CC=2)=O)=CC=1.C1C=CC(/C=C/C(/C=C/C2C=CC=CC=2)=O)=CC=1.[Pd].[Pd].O1CCOCC1. The product is [F:27][C:21]1[CH:22]=[C:23]([F:26])[CH:24]=[CH:25][C:20]=1[N:16]1[C:15]([C:9]2[S:8][C:7]3[C:6]4[N:28]=[C:2]([NH:36][CH2:35][C:34]5[CH:37]=[CH:38][C:31]([O:30][CH3:29])=[CH:32][CH:33]=5)[CH:3]=[CH:4][C:5]=4[O:14][CH2:13][CH2:12][C:11]=3[CH:10]=2)=[N:19][CH:18]=[N:17]1. The yield is 0.770. (7) The reactants are [CH3:1][C:2](=O)[C:3]#[C:4][CH2:5][CH3:6].[C:8]([CH2:10][C:11]([NH2:13])=[O:12])#[N:9].C(O)(=O)C.N1CCCCC1.N1CCCCC1. The catalyst is C(O)C.O.C(O)(=O)C. The product is [CH2:5]([C:4]1[C:10]([C:8]#[N:9])=[C:11]([OH:12])[N:13]=[C:2]([CH3:1])[CH:3]=1)[CH3:6]. The yield is 0.600.